This data is from hERG Central: cardiac toxicity at 1µM, 10µM, and general inhibition. The task is: Predict hERG channel inhibition at various concentrations. The drug is CCc1cccc2c(C(=O)COC(=O)c3nn(C)c(=O)c4ccccc34)c[nH]c12. Results: hERG_inhib (hERG inhibition (general)): blocker.